This data is from Reaction yield outcomes from USPTO patents with 853,638 reactions. The task is: Predict the reaction yield, written as a fraction of the theoretical maximum amount of product (1.0 means a 100% yield; for example, 0.34 means a 34% yield). The reactants are P(Cl)(Cl)(Cl)=O.[CH2:6]([N:13]([CH2:32][C:33]1[CH:38]=[CH:37][CH:36]=[CH:35][CH:34]=1)[C:14]1[C:23]2[C:18](=[CH:19][CH:20]=[C:21]([O:24][CH2:25][C:26]3[CH:31]=[CH:30][CH:29]=[CH:28][CH:27]=3)[CH:22]=2)[CH:17]=[CH:16][CH:15]=1)[C:7]1[CH:12]=[CH:11][CH:10]=[CH:9][CH:8]=1.CN(C)[CH:41]=[O:42]. No catalyst specified. The product is [CH2:25]([O:24][C:21]1[CH:22]=[C:23]2[C:18](=[CH:19][CH:20]=1)[C:17]([CH:41]=[O:42])=[CH:16][CH:15]=[C:14]2[N:13]([CH2:6][C:7]1[CH:8]=[CH:9][CH:10]=[CH:11][CH:12]=1)[CH2:32][C:33]1[CH:38]=[CH:37][CH:36]=[CH:35][CH:34]=1)[C:26]1[CH:27]=[CH:28][CH:29]=[CH:30][CH:31]=1. The yield is 0.860.